From a dataset of Forward reaction prediction with 1.9M reactions from USPTO patents (1976-2016). Predict the product of the given reaction. (1) Given the reactants [O:1]1[CH2:6][CH2:5][CH:4]([C:7]2[CH:8]=[C:9]3[C:13](=[CH:14][CH:15]=2)[CH2:12][NH:11][CH2:10]3)[CH2:3][CH2:2]1.[CH:16]([O:19][C:20]1[CH:28]=[CH:27][C:26]([S:29]([CH2:32][CH2:33][Si:34]([CH3:37])([CH3:36])[CH3:35])(=[O:31])=[O:30])=[CH:25][C:21]=1[C:22](O)=[O:23])([CH3:18])[CH3:17], predict the reaction product. The product is: [CH:16]([O:19][C:20]1[CH:28]=[CH:27][C:26]([S:29]([CH2:32][CH2:33][Si:34]([CH3:37])([CH3:36])[CH3:35])(=[O:31])=[O:30])=[CH:25][C:21]=1[C:22]([N:11]1[CH2:10][C:9]2[C:13](=[CH:14][CH:15]=[C:7]([CH:4]3[CH2:5][CH2:6][O:1][CH2:2][CH2:3]3)[CH:8]=2)[CH2:12]1)=[O:23])([CH3:18])[CH3:17]. (2) Given the reactants Br[C:2]1[CH:3]=[CH:4][C:5]([N:10]2[CH:14]=[C:13]([CH3:15])[N:12]=[CH:11]2)=[C:6]([CH:9]=1)[C:7]#[N:8].[Cl:16][C:17]1[CH:22]=[CH:21][C:20]([N:23]2[CH:27]=[N:26][C:25]([NH2:28])=[N:24]2)=[CH:19][CH:18]=1, predict the reaction product. The product is: [Cl:16][C:17]1[CH:18]=[CH:19][C:20]([N:23]2[CH:27]=[N:26][C:25]([NH:28][C:2]3[CH:3]=[CH:4][C:5]([N:10]4[CH:14]=[C:13]([CH3:15])[N:12]=[CH:11]4)=[C:6]([CH:9]=3)[C:7]#[N:8])=[N:24]2)=[CH:21][CH:22]=1. (3) The product is: [F:1][C:2]1[CH:7]=[CH:6][CH:5]=[C:4]([F:8])[C:3]=1[N:9]1[C:14]2[N:15]=[C:16]([N:43]([CH3:44])[CH3:42])[N:17]=[C:18]([C:19]3[CH:20]=[C:21]([NH:26][C:27](=[O:36])[C:28]4[CH:33]=[CH:32][C:31]([CH3:34])=[C:30]([F:35])[CH:29]=4)[CH:22]=[CH:23][C:24]=3[CH3:25])[C:13]=2[CH2:12][NH:11][C:10]1=[O:41]. Given the reactants [F:1][C:2]1[CH:7]=[CH:6][CH:5]=[C:4]([F:8])[C:3]=1[N:9]1[C:14]2[N:15]=[C:16](S(C)(=O)=O)[N:17]=[C:18]([C:19]3[CH:20]=[C:21]([NH:26][C:27](=[O:36])[C:28]4[CH:33]=[CH:32][C:31]([CH3:34])=[C:30]([F:35])[CH:29]=4)[CH:22]=[CH:23][C:24]=3[CH3:25])[C:13]=2[CH2:12][NH:11][C:10]1=[O:41].[CH3:42][NH:43][CH3:44], predict the reaction product. (4) The product is: [Cl:1][C:2]1[C:7]([O:14][CH3:13])=[CH:6][C:5]([NH2:9])=[C:4]([N+:10]([O-:12])=[O:11])[CH:3]=1. Given the reactants [Cl:1][C:2]1[C:7](Cl)=[CH:6][C:5]([NH2:9])=[C:4]([N+:10]([O-:12])=[O:11])[CH:3]=1.[CH3:13][O-:14].[Na+].O, predict the reaction product.